From a dataset of NCI-60 drug combinations with 297,098 pairs across 59 cell lines. Regression. Given two drug SMILES strings and cell line genomic features, predict the synergy score measuring deviation from expected non-interaction effect. (1) Drug 2: C1=CC(=CC=C1CC(C(=O)O)N)N(CCCl)CCCl.Cl. Synergy scores: CSS=46.9, Synergy_ZIP=-1.39, Synergy_Bliss=-2.32, Synergy_Loewe=-5.63, Synergy_HSA=-0.296. Drug 1: C1CCC(CC1)NC(=O)N(CCCl)N=O. Cell line: HCT116. (2) Drug 1: C1C(C(OC1N2C=C(C(=O)NC2=O)F)CO)O. Drug 2: CC1=C(N=C(N=C1N)C(CC(=O)N)NCC(C(=O)N)N)C(=O)NC(C(C2=CN=CN2)OC3C(C(C(C(O3)CO)O)O)OC4C(C(C(C(O4)CO)O)OC(=O)N)O)C(=O)NC(C)C(C(C)C(=O)NC(C(C)O)C(=O)NCCC5=NC(=CS5)C6=NC(=CS6)C(=O)NCCC[S+](C)C)O. Cell line: MALME-3M. Synergy scores: CSS=8.91, Synergy_ZIP=-3.76, Synergy_Bliss=-0.0439, Synergy_Loewe=-0.314, Synergy_HSA=0.304. (3) Drug 1: CN(C)C1=NC(=NC(=N1)N(C)C)N(C)C. Drug 2: C1CC(=O)NC(=O)C1N2C(=O)C3=CC=CC=C3C2=O. Cell line: TK-10. Synergy scores: CSS=-5.87, Synergy_ZIP=2.18, Synergy_Bliss=0.0239, Synergy_Loewe=-3.76, Synergy_HSA=-4.46. (4) Drug 1: CC(CN1CC(=O)NC(=O)C1)N2CC(=O)NC(=O)C2. Drug 2: CCN(CC)CCNC(=O)C1=C(NC(=C1C)C=C2C3=C(C=CC(=C3)F)NC2=O)C. Cell line: EKVX. Synergy scores: CSS=6.09, Synergy_ZIP=-2.20, Synergy_Bliss=-1.20, Synergy_Loewe=-0.311, Synergy_HSA=-1.02. (5) Drug 1: C1CC(C1)(C(=O)O)C(=O)O.[NH2-].[NH2-].[Pt+2]. Drug 2: C1=NNC2=C1C(=O)NC=N2. Cell line: HCT116. Synergy scores: CSS=18.8, Synergy_ZIP=-3.00, Synergy_Bliss=3.22, Synergy_Loewe=0.0937, Synergy_HSA=2.59. (6) Drug 1: C1=CC(=CC=C1CCC2=CNC3=C2C(=O)NC(=N3)N)C(=O)NC(CCC(=O)O)C(=O)O. Drug 2: CC1C(C(CC(O1)OC2CC(OC(C2O)C)OC3=CC4=CC5=C(C(=O)C(C(C5)C(C(=O)C(C(C)O)O)OC)OC6CC(C(C(O6)C)O)OC7CC(C(C(O7)C)O)OC8CC(C(C(O8)C)O)(C)O)C(=C4C(=C3C)O)O)O)O. Cell line: SF-268. Synergy scores: CSS=19.4, Synergy_ZIP=-4.85, Synergy_Bliss=1.10, Synergy_Loewe=-25.4, Synergy_HSA=0.291. (7) Drug 1: CC(CN1CC(=O)NC(=O)C1)N2CC(=O)NC(=O)C2. Drug 2: CC(C)(C#N)C1=CC(=CC(=C1)CN2C=NC=N2)C(C)(C)C#N. Cell line: BT-549. Synergy scores: CSS=2.73, Synergy_ZIP=-3.91, Synergy_Bliss=-5.38, Synergy_Loewe=-4.04, Synergy_HSA=-4.61.